Dataset: Reaction yield outcomes from USPTO patents with 853,638 reactions. Task: Predict the reaction yield, written as a fraction of the theoretical maximum amount of product (1.0 means a 100% yield; for example, 0.34 means a 34% yield). (1) The reactants are [C:1]1([CH2:7][CH2:8][CH2:9][CH2:10][CH2:11][CH2:12][CH2:13][CH2:14][CH2:15][CH2:16][CH2:17][CH2:18][CH2:19][CH2:20]CCCC)[CH:6]=[CH:5][CH:4]=[CH:3][CH:2]=1.[Cl:25][S:26](O)(=[O:28])=[O:27]. The catalyst is C(Cl)(Cl)Cl. The product is [CH2:7]([C:1]1[CH:6]=[CH:5][C:4]([S:26]([Cl:25])(=[O:28])=[O:27])=[CH:3][CH:2]=1)[CH2:8][CH2:9][CH2:10][CH2:11][CH2:12][CH2:13][CH2:14][CH2:15][CH2:16][CH2:17][CH2:18][CH2:19][CH3:20]. The yield is 0.680. (2) The reactants are C(OP([CH2:9][C:10]1[CH:15]=[CH:14][C:13]([N+:16]([O-:18])=[O:17])=[CH:12][CH:11]=1)(=O)OCC)C.[N+:19]([C:22]1[CH:29]=[CH:28][C:25]([CH:26]=O)=[CH:24][CH:23]=1)([O-:21])=[O:20].O(C)[Na]. The catalyst is CN(C=O)C.CCO.CO. The product is [N+:19]([C:22]1[CH:29]=[CH:28][C:25](/[CH:26]=[CH:9]/[C:10]2[CH:11]=[CH:12][C:13]([N+:16]([O-:18])=[O:17])=[CH:14][CH:15]=2)=[CH:24][CH:23]=1)([O-:21])=[O:20]. The yield is 0.830.